From a dataset of Forward reaction prediction with 1.9M reactions from USPTO patents (1976-2016). Predict the product of the given reaction. (1) Given the reactants [CH3:1][N:2]1[C:10]2[CH:9]=[CH:8][C:7](=[O:11])[NH:6][C:5]=2[N:4]([CH2:12][C@H:13]2[CH2:18][CH2:17][C@H:16]([C:19]([OH:21])=[O:20])[CH2:15][CH2:14]2)[C:3]1=[O:22].[CH3:23]O, predict the reaction product. The product is: [CH3:23][O:20][C:19]([C@H:16]1[CH2:15][CH2:14][C@H:13]([CH2:12][N:4]2[C:5]3[NH:6][C:7](=[O:11])[CH:8]=[CH:9][C:10]=3[N:2]([CH3:1])[C:3]2=[O:22])[CH2:18][CH2:17]1)=[O:21]. (2) Given the reactants [C:1]1([C:7]([C:17]2[CH:22]=[CH:21][C:20]([CH:23]=[CH:24][C:25]([NH:27][S:28]([CH2:31][CH2:32][CH2:33]Cl)(=[O:30])=[O:29])=[O:26])=[CH:19][CH:18]=2)=[C:8]([C:11]2[CH:16]=[CH:15][CH:14]=[CH:13][CH:12]=2)[CH2:9][CH3:10])[CH:6]=[CH:5][CH:4]=[CH:3][CH:2]=1.[NH:35]1[CH2:40][CH2:39][CH2:38][CH2:37][CH2:36]1, predict the reaction product. The product is: [C:1]1([C:7]([C:17]2[CH:22]=[CH:21][C:20]([CH:23]=[CH:24][C:25]([NH:27][S:28]([CH2:31][CH2:32][CH2:33][N:35]3[CH2:40][CH2:39][CH2:38][CH2:37][CH2:36]3)(=[O:30])=[O:29])=[O:26])=[CH:19][CH:18]=2)=[C:8]([C:11]2[CH:16]=[CH:15][CH:14]=[CH:13][CH:12]=2)[CH2:9][CH3:10])[CH:6]=[CH:5][CH:4]=[CH:3][CH:2]=1. (3) Given the reactants Cl[C:2]1[CH:10]=[C:9]([NH:11][C:12]2[CH:17]=[CH:16][C:15]([C:18]([N:20]3[CH2:25][CH2:24][O:23][CH2:22][CH2:21]3)=[O:19])=[CH:14][CH:13]=2)[C:5]([C:6]([NH2:8])=[O:7])=[CH:4][N:3]=1.[NH:26]1[CH2:31][CH2:30][CH2:29][C@@H:28]([NH:32][C:33](=[O:39])[O:34][C:35]([CH3:38])([CH3:37])[CH3:36])[CH2:27]1.C(N(C(C)C)C(C)C)C, predict the reaction product. The product is: [C:6]([C:5]1[C:9]([NH:11][C:12]2[CH:17]=[CH:16][C:15]([C:18]([N:20]3[CH2:25][CH2:24][O:23][CH2:22][CH2:21]3)=[O:19])=[CH:14][CH:13]=2)=[CH:10][C:2]([N:26]2[CH2:31][CH2:30][CH2:29][C@@H:28]([NH:32][C:33](=[O:39])[O:34][C:35]([CH3:37])([CH3:36])[CH3:38])[CH2:27]2)=[N:3][CH:4]=1)(=[O:7])[NH2:8]. (4) Given the reactants C(OC([N:8]1[CH2:13][CH2:12][N:11]([C:14]2[C:15]3[CH2:31][S:30][CH2:29][C:16]=3[N:17]=[C:18]([C:20]3[CH:25]=[C:24]([F:26])[C:23]([Cl:27])=[CH:22][C:21]=3[F:28])[N:19]=2)[CH2:10][CH2:9]1)=O)(C)(C)C.[ClH:32].O1CCOCC1.[OH-].[Na+].C(OCC)C, predict the reaction product. The product is: [ClH:27].[ClH:32].[Cl:27][C:23]1[C:24]([F:26])=[CH:25][C:20]([C:18]2[N:19]=[C:14]([N:11]3[CH2:10][CH2:9][NH:8][CH2:13][CH2:12]3)[C:15]3[CH2:31][S:30][CH2:29][C:16]=3[N:17]=2)=[C:21]([F:28])[CH:22]=1. (5) Given the reactants O.O.O.O.O.O.O.O.[OH-].[Sr+2:10].[OH-].[NH2:12][C@H:13]([C:15]([OH:17])=[O:16])[CH3:14], predict the reaction product. The product is: [NH2:12][C@H:13]([C:15]([O-:17])=[O:16])[CH3:14].[Sr+2:10].[NH2:12][C@H:13]([C:15]([O-:17])=[O:16])[CH3:14]. (6) Given the reactants [C:1]([O:5][C:6]([NH:8][C@@H:9]1[CH2:11][C@H:10]1[C:12]1[CH:20]=[CH:19][C:15]([C:16]([OH:18])=O)=[CH:14][CH:13]=1)=[O:7])([CH3:4])([CH3:3])[CH3:2].[CH3:21][N:22]1[CH:26]=[C:25]([NH2:27])[CH:24]=[N:23]1.F[P-](F)(F)(F)(F)F.N1(OC(N(C)C)=[N+](C)C)C2N=CC=CC=2N=N1.C(N(CC)CC)C, predict the reaction product. The product is: [CH3:21][N:22]1[CH:26]=[C:25]([NH:27][C:16]([C:15]2[CH:14]=[CH:13][C:12]([C@@H:10]3[CH2:11][C@H:9]3[NH:8][C:6](=[O:7])[O:5][C:1]([CH3:2])([CH3:3])[CH3:4])=[CH:20][CH:19]=2)=[O:18])[CH:24]=[N:23]1. (7) Given the reactants [NH2:1][CH2:2][CH:3]1[O:8][CH2:7][CH2:6][N:5]([C:9]([O:11][C:12]([CH3:15])([CH3:14])[CH3:13])=[O:10])[CH2:4]1.[Cl:16][C:17]1[CH:22]=[CH:21][C:20]([N:23]=[C:24]=[O:25])=[CH:19][CH:18]=1.ClCCl.C(O)C.N, predict the reaction product. The product is: [Cl:16][C:17]1[CH:22]=[CH:21][C:20]([NH:23][C:24]([NH:1][CH2:2][CH:3]2[O:8][CH2:7][CH2:6][N:5]([C:9]([O:11][C:12]([CH3:15])([CH3:14])[CH3:13])=[O:10])[CH2:4]2)=[O:25])=[CH:19][CH:18]=1.